This data is from Catalyst prediction with 721,799 reactions and 888 catalyst types from USPTO. The task is: Predict which catalyst facilitates the given reaction. (1) Reactant: [Cl:1][C:2]1[CH:7]=[CH:6][C:5]([C:8]2[C:9]([C:21]3[CH:26]=[CH:25][C:24]([Cl:27])=[CH:23][C:22]=3[Cl:28])=[N:10][C:11]([O:16][CH2:17][C:18](=[O:20])[CH3:19])=[C:12]([CH:15]=2)[C:13]#[N:14])=[CH:4][CH:3]=1.[O-]CC.[Na+]. Product: [NH2:14][C:13]1[C:12]2[C:11](=[N:10][C:9]([C:21]3[CH:26]=[CH:25][C:24]([Cl:27])=[CH:23][C:22]=3[Cl:28])=[C:8]([C:5]3[CH:6]=[CH:7][C:2]([Cl:1])=[CH:3][CH:4]=3)[CH:15]=2)[O:16][C:17]=1[C:18](=[O:20])[CH3:19]. The catalyst class is: 8. (2) Reactant: [NH:1]1[C:9]2[C:4](=[CH:5][CH:6]=[C:7]([NH:10][C:11](=[O:20])[O:12][CH2:13][C:14]3[CH:19]=[CH:18][CH:17]=[CH:16][CH:15]=3)[CH:8]=2)[CH:3]=[CH:2]1.[F:21][C:22]1[CH:27]=[CH:26][CH:25]=[CH:24][C:23]=1/[CH:28]=[CH:29]/[N+:30]([O-:32])=[O:31]. Product: [F:21][C:22]1[CH:27]=[CH:26][CH:25]=[CH:24][C:23]=1[CH:28]([C:3]1[C:4]2[C:9](=[CH:8][C:7]([NH:10][C:11](=[O:20])[O:12][CH2:13][C:14]3[CH:15]=[CH:16][CH:17]=[CH:18][CH:19]=3)=[CH:6][CH:5]=2)[NH:1][CH:2]=1)[CH2:29][N+:30]([O-:32])=[O:31]. The catalyst class is: 4.